From a dataset of Forward reaction prediction with 1.9M reactions from USPTO patents (1976-2016). Predict the product of the given reaction. (1) Given the reactants [CH2:1]([C:8]1[CH:9]=[N:10][C:11]2[C:16]([C:17]=1[C:18]1[CH:19]=[N:20][CH:21]=[C:22]([CH:25]=1)[CH:23]=O)=[CH:15][CH:14]=[CH:13][C:12]=2[C:26]([F:29])([F:28])[F:27])[C:2]1[CH:7]=[CH:6][CH:5]=[CH:4][CH:3]=1.[NH2:30][C:31]1[CH:36]=[CH:35][C:34]([CH2:37][C:38]([OH:40])=[O:39])=[C:33]([CH3:41])[C:32]=1[CH3:42], predict the reaction product. The product is: [CH2:1]([C:8]1[CH:9]=[N:10][C:11]2[C:16]([C:17]=1[C:18]1[CH:25]=[C:22]([CH2:23][NH:30][C:31]3[CH:36]=[CH:35][C:34]([CH2:37][C:38]([OH:40])=[O:39])=[C:33]([CH3:41])[C:32]=3[CH3:42])[CH:21]=[N:20][CH:19]=1)=[CH:15][CH:14]=[CH:13][C:12]=2[C:26]([F:27])([F:29])[F:28])[C:2]1[CH:7]=[CH:6][CH:5]=[CH:4][CH:3]=1. (2) Given the reactants [CH2:1]([O:4][N:5]([C@H:18]1[CH2:23][N:22]([C:24]([O:26][C:27]([CH3:30])([CH3:29])[CH3:28])=[O:25])[C@H:21]([CH2:31][OH:32])[CH:20]=[C:19]1[CH:33]([CH3:35])[CH3:34])[S:6]([C:9]1[CH:14]=[CH:13][CH:12]=[CH:11][C:10]=1[N+:15]([O-:17])=[O:16])(=[O:8])=[O:7])[CH:2]=[CH2:3].C([O:39]N([C@H]1CN(C(OC(C)(C)C)=O)[C@H](C(O)=O)C=C1C)S(C1C=CC=CC=1[N+]([O-])=O)(=O)=O)C=C, predict the reaction product. The product is: [CH2:1]([O:4][N:5]([C@H:18]1[CH2:23][N:22]([C:24]([O:26][C:27]([CH3:28])([CH3:29])[CH3:30])=[O:25])[C@H:21]([C:31]([OH:39])=[O:32])[CH:20]=[C:19]1[CH:33]([CH3:35])[CH3:34])[S:6]([C:9]1[CH:14]=[CH:13][CH:12]=[CH:11][C:10]=1[N+:15]([O-:17])=[O:16])(=[O:8])=[O:7])[CH:2]=[CH2:3]. (3) Given the reactants [CH2:1]([O:3][C:4](=[O:15])[CH:5]([CH3:14])[CH2:6][NH:7][C:8]1[CH:13]=[CH:12][CH:11]=[CH:10][CH:9]=1)[CH3:2].[Cl:16][C:17]1[N:22]=[C:21](Cl)[C:20]([N+:24]([O-:26])=[O:25])=[CH:19][N:18]=1.C(N(CC)C(C)C)(C)C, predict the reaction product. The product is: [CH2:1]([O:3][C:4](=[O:15])[CH:5]([CH3:14])[CH2:6][N:7]([C:19]1[C:20]([N+:24]([O-:26])=[O:25])=[CH:21][N:22]=[C:17]([Cl:16])[N:18]=1)[C:8]1[CH:13]=[CH:12][CH:11]=[CH:10][CH:9]=1)[CH3:2]. (4) Given the reactants C(OC([N:8]1[C@H:17]([C:18]([OH:20])=O)[CH2:16][C:15]2[C:10](=[CH:11][CH:12]=[CH:13][CH:14]=2)[CH2:9]1)=O)(C)(C)C.[CH2:21]([N:23](CC)[CH2:24]C)C.F[P-](F)(F)(F)(F)F.N1(O[P+](N(C)C)(N(C)C)N(C)C)C2C=CC=CC=2N=N1.CNC.C(Cl)[Cl:59], predict the reaction product. The product is: [ClH:59].[CH3:21][N:23]([CH3:24])[C:18]([C@@H:17]1[CH2:16][C:15]2[C:10](=[CH:11][CH:12]=[CH:13][CH:14]=2)[CH2:9][NH:8]1)=[O:20]. (5) The product is: [CH:19]([O:29][CH:4]([CH3:3])[CH3:5])([CH3:20])[CH3:23].[C:12]([C:16]1[CH:17]=[CH:18][C:19]([C:20]([NH:11][C:9]2[N:10]=[C:5]3[CH:4]=[CH:3][C:2]([Cl:1])=[N:7][N:6]3[CH:8]=2)=[O:21])=[CH:23][CH:24]=1)([CH3:15])([CH3:13])[CH3:14]. Given the reactants [Cl:1][C:2]1[CH:3]=[CH:4][C:5]2[N:6]([CH:8]=[C:9]([NH2:11])[N:10]=2)[N:7]=1.[C:12]([C:16]1[CH:24]=[CH:23][C:19]([C:20](Cl)=[O:21])=[CH:18][CH:17]=1)([CH3:15])([CH3:14])[CH3:13].CN(C)C(=[O:29])C, predict the reaction product. (6) Given the reactants [CH3:1][O:2][C:3]1[CH:12]=[C:11]2[C:6]([CH2:7][CH2:8][CH2:9][CH:10]2[C:13]([OH:15])=O)=[CH:5][CH:4]=1.[C:16]([C:19]1[CH:24]=[CH:23][C:22]([NH:25][CH2:26][C:27]2[CH:32]=[CH:31][C:30]([O:33][CH3:34])=[CH:29][CH:28]=2)=[CH:21][CH:20]=1)(=[O:18])[CH3:17], predict the reaction product. The product is: [C:16]([C:19]1[CH:20]=[CH:21][C:22]([N:25]([CH2:26][C:27]2[CH:32]=[CH:31][C:30]([O:33][CH3:34])=[CH:29][CH:28]=2)[C:13]([CH:10]2[C:11]3[C:6](=[CH:5][CH:4]=[C:3]([O:2][CH3:1])[CH:12]=3)[CH2:7][CH2:8][CH2:9]2)=[O:15])=[CH:23][CH:24]=1)(=[O:18])[CH3:17].